Dataset: Catalyst prediction with 721,799 reactions and 888 catalyst types from USPTO. Task: Predict which catalyst facilitates the given reaction. (1) Reactant: [F:1][C:2]1[CH:7]=[CH:6][CH:5]=[CH:4][C:3]=1[C:8]1[CH:17]=[C:16]([C:18]2[CH:19]=[N:20][CH:21]=[C:22]([C:24]3[CH:25]=[N:26][N:27]([CH2:29][CH2:30][O:31]C4CCCCO4)[CH:28]=3)[CH:23]=2)[C:15]2[C:10](=[N:11][CH:12]=[CH:13][CH:14]=2)[N:9]=1.Cl. Product: [F:1][C:2]1[CH:7]=[CH:6][CH:5]=[CH:4][C:3]=1[C:8]1[CH:17]=[C:16]([C:18]2[CH:23]=[C:22]([C:24]3[CH:25]=[N:26][N:27]([CH2:29][CH2:30][OH:31])[CH:28]=3)[CH:21]=[N:20][CH:19]=2)[C:15]2[C:10](=[N:11][CH:12]=[CH:13][CH:14]=2)[N:9]=1. The catalyst class is: 269. (2) Reactant: [Cl:1][C:2]1[CH:7]=[C:6]([C:8]([F:11])([F:10])[F:9])[CH:5]=[C:4]([Cl:12])[C:3]=1[N:13]1[CH:17]=[C:16]([C:18](=[O:23])[C:19]([F:22])([F:21])[F:20])[C:15]2[CH:24]=[CH:25][S:26][C:14]1=2.[CH3:27][Mg]Br.[Cl-].[NH4+]. Product: [Cl:1][C:2]1[CH:7]=[C:6]([C:8]([F:10])([F:9])[F:11])[CH:5]=[C:4]([Cl:12])[C:3]=1[N:13]1[CH:17]=[C:16]([C:18]([OH:23])([CH3:27])[C:19]([F:20])([F:21])[F:22])[C:15]2[CH:24]=[CH:25][S:26][C:14]1=2. The catalyst class is: 27.